Dataset: NCI-60 drug combinations with 297,098 pairs across 59 cell lines. Task: Regression. Given two drug SMILES strings and cell line genomic features, predict the synergy score measuring deviation from expected non-interaction effect. Drug 1: C1=NC2=C(N=C(N=C2N1C3C(C(C(O3)CO)O)O)F)N. Drug 2: CC1C(C(CC(O1)OC2CC(CC3=C2C(=C4C(=C3O)C(=O)C5=C(C4=O)C(=CC=C5)OC)O)(C(=O)CO)O)N)O.Cl. Cell line: OVCAR-8. Synergy scores: CSS=44.1, Synergy_ZIP=-6.69, Synergy_Bliss=-5.75, Synergy_Loewe=-5.80, Synergy_HSA=-3.51.